Dataset: Forward reaction prediction with 1.9M reactions from USPTO patents (1976-2016). Task: Predict the product of the given reaction. (1) Given the reactants [F:1][C:2]1[CH:7]=[CH:6][C:5]([NH:8][C:9](=[O:25])[NH:10][C:11]2[CH:16]=[CH:15][C:14]([C:17]3[CH:21]=[C:20]([C:22](O)=[O:23])[O:19][N:18]=3)=[CH:13][CH:12]=2)=[CH:4][CH:3]=1.Cl.[CH3:27][O:28][C:29](=[O:36])[C@@H:30]([NH2:35])[CH2:31][CH:32]([CH3:34])[CH3:33].[K+].[Br-], predict the reaction product. The product is: [CH3:27][O:28][C:29](=[O:36])[C@@H:30]([NH:35][C:22]([C:20]1[O:19][N:18]=[C:17]([C:14]2[CH:13]=[CH:12][C:11]([NH:10][C:9]([NH:8][C:5]3[CH:4]=[CH:3][C:2]([F:1])=[CH:7][CH:6]=3)=[O:25])=[CH:16][CH:15]=2)[CH:21]=1)=[O:23])[CH2:31][CH:32]([CH3:34])[CH3:33]. (2) Given the reactants [C:1]([N:6]1[C@H:10]([C:11]2[C:16]([F:17])=[CH:15][C:14]([F:18])=[CH:13][C:12]=2[F:19])[CH2:9][CH2:8][C@@H:7]1/[CH:20]=C/C(OCC)=O)(=[O:5])[CH2:2][CH:3]=C.C(N(CC)CC)C, predict the reaction product. The product is: [F:17][C:16]1[CH:15]=[C:14]([F:18])[CH:13]=[C:12]([F:19])[C:11]=1[C@H:10]1[N:6]2[C@@H:7]([CH:20]=[CH:3][CH2:2][C:1]2=[O:5])[CH2:8][CH2:9]1. (3) Given the reactants Cl[C:2]1[N:3]=[C:4]2[CH:12]=[CH:11][N:10]=[CH:9][C:5]2=[N:6][C:7]=1[Cl:8].[CH:13]1([NH2:17])[CH2:16][CH2:15][CH2:14]1.CCN(C(C)C)C(C)C.[NH4+].[Cl-], predict the reaction product. The product is: [Cl:8][C:7]1[N:6]=[C:5]2[CH:9]=[N:10][CH:11]=[CH:12][C:4]2=[N:3][C:2]=1[NH:17][CH:13]1[CH2:16][CH2:15][CH2:14]1. (4) The product is: [F:33][C:31]1[CH:30]=[C:29]([F:34])[CH:28]=[C:27]2[C:32]=1[C:23]([NH:15][C:14]1[CH:13]=[C:12]([N:16]3[CH2:21][CH2:20][O:19][CH2:18][CH2:17]3)[N:11]=[CH:10][C:9]=1[C:6]1[CH:7]=[N:8][C:3]([O:2][CH3:1])=[CH:4][CH:5]=1)=[C:24]([CH3:42])[C:25]([C:35]1[CH:40]=[CH:39][CH:38]=[C:37]([CH3:41])[N:36]=1)=[N:26]2. Given the reactants [CH3:1][O:2][C:3]1[N:8]=[CH:7][C:6]([C:9]2[CH:10]=[N:11][C:12]([N:16]3[CH2:21][CH2:20][O:19][CH2:18][CH2:17]3)=[CH:13][C:14]=2[NH2:15])=[CH:5][CH:4]=1.Cl[C:23]1[C:32]2[C:27](=[CH:28][C:29]([F:34])=[CH:30][C:31]=2[F:33])[N:26]=[C:25]([C:35]2[CH:40]=[CH:39][CH:38]=[C:37]([CH3:41])[N:36]=2)[C:24]=1[CH3:42].C1(P(C2CCCCC2)C2(CCC)CC(CCC)=CC(CCC)=C2C2C=CC=CC=2)CCCCC1.CC(C1C=C(C(C)C)C(C2C=CC=CC=2P(C2CCCCC2)C2CCCCC2)=C(C(C)C)C=1)C.CC(C)([O-])C.[Na+], predict the reaction product. (5) Given the reactants [Cl:1][C:2]1[CH:3]=[C:4]([NH:9][C:10]([C:12]2[C:13]([NH:19][CH2:20][C:21]3[CH:26]=[CH:25][N:24]=[CH:23][CH:22]=3)=[N:14][C:15](Cl)=[CH:16][CH:17]=2)=[O:11])[CH:5]=[CH:6][C:7]=1[Cl:8].[N:27]1([CH2:33][CH2:34][NH2:35])[CH2:32][CH2:31][O:30][CH2:29][CH2:28]1, predict the reaction product. The product is: [Cl:1][C:2]1[CH:3]=[C:4]([NH:9][C:10]([C:12]2[C:13]([NH:19][CH2:20][C:21]3[CH:26]=[CH:25][N:24]=[CH:23][CH:22]=3)=[N:14][C:15]([NH:35][CH2:34][CH2:33][N:27]3[CH2:32][CH2:31][O:30][CH2:29][CH2:28]3)=[CH:16][CH:17]=2)=[O:11])[CH:5]=[CH:6][C:7]=1[Cl:8]. (6) Given the reactants [Br:1][C:2]1[CH:3]=[C:4]([S:8]([NH:11][C:12]2[C:17]([O:18]C)=[CH:16][C:15]([Cl:20])=[CH:14][N:13]=2)(=[O:10])=[O:9])[CH:5]=[N:6][CH:7]=1.B(Br)(Br)Br, predict the reaction product. The product is: [Br:1][C:2]1[CH:3]=[C:4]([S:8]([NH:11][C:12]2[C:17]([OH:18])=[CH:16][C:15]([Cl:20])=[CH:14][N:13]=2)(=[O:10])=[O:9])[CH:5]=[N:6][CH:7]=1.